This data is from hERG Central: cardiac toxicity at 1µM, 10µM, and general inhibition. The task is: Predict hERG channel inhibition at various concentrations. (1) The molecule is O=C(CN1CCN(C/C=C/c2ccccc2)CC1)Nc1cc([N+](=O)[O-])ccc1Cl.O=C(O)C(=O)O. Results: hERG_inhib (hERG inhibition (general)): blocker. (2) The drug is O=C(Nc1cccc(Br)c1)/C(=C\c1cccnc1)NC(=O)c1ccco1. Results: hERG_inhib (hERG inhibition (general)): blocker. (3) The molecule is Cc1ccccc1NC(=O)CSc1nnc2ccc(-c3ccncc3)nn12. Results: hERG_inhib (hERG inhibition (general)): blocker.